From a dataset of Full USPTO retrosynthesis dataset with 1.9M reactions from patents (1976-2016). Predict the reactants needed to synthesize the given product. (1) Given the product [CH3:23][C:24]1[CH:32]=[C:31]([CH3:33])[CH:30]=[CH:29][C:25]=1[C:26]([C:2]1[N:3]=[C:4]2[CH:9]=[CH:8][CH:7]=[C:6]([N:10]([CH2:14][CH2:15][CH3:16])[CH2:11][CH2:12][CH3:13])[N:5]2[CH:17]=1)=[O:27], predict the reactants needed to synthesize it. The reactants are: Br[C:2]1[N:3]=[C:4]2[CH:9]=[CH:8][CH:7]=[C:6]([N:10]([CH2:14][CH2:15][CH3:16])[CH2:11][CH2:12][CH3:13])[N:5]2[CH:17]=1.[Li]C(C)(C)C.[CH3:23][C:24]1[CH:32]=[C:31]([CH3:33])[CH:30]=[CH:29][C:25]=1[C:26](Cl)=[O:27]. (2) Given the product [N:26]1([C:30]([C:32]2[CH:37]=[C:36]([Cl:38])[C:35]([O:1][C:2]3[CH:3]=[C:4]([CH:15]=[C:16]([O:18][C@H:19]4[CH2:23][CH2:22][N:21]([CH3:24])[C:20]4=[O:25])[CH:17]=3)[C:5]([NH:7][C:8]3[CH:13]=[N:12][C:11]([CH3:14])=[CH:10][N:9]=3)=[O:6])=[N:34][CH:33]=2)=[O:31])[CH2:29][CH2:28][CH2:27]1, predict the reactants needed to synthesize it. The reactants are: [OH:1][C:2]1[CH:3]=[C:4]([CH:15]=[C:16]([O:18][C@H:19]2[CH2:23][CH2:22][N:21]([CH3:24])[C:20]2=[O:25])[CH:17]=1)[C:5]([NH:7][C:8]1[CH:13]=[N:12][C:11]([CH3:14])=[CH:10][N:9]=1)=[O:6].[N:26]1([C:30]([C:32]2[CH:33]=[N:34][C:35](Cl)=[C:36]([Cl:38])[CH:37]=2)=[O:31])[CH2:29][CH2:28][CH2:27]1.C(=O)([O-])[O-].[K+].[K+]. (3) Given the product [CH2:31]([O:30][C:28]([CH:27]1[CH2:33][N:15]([C:12]2[CH:13]=[CH:14][C:9]([O:8][CH2:1][C:2]3[CH:7]=[CH:6][CH:5]=[CH:4][CH:3]=3)=[CH:10][CH:11]=2)[C:16]([C:17]2[CH:18]=[CH:19][C:20]([O:23][CH3:24])=[CH:21][CH:22]=2)=[N:25]1)=[O:29])[CH3:32], predict the reactants needed to synthesize it. The reactants are: [CH2:1]([O:8][C:9]1[CH:14]=[CH:13][C:12]([NH:15][C:16](=[NH:25])[C:17]2[CH:22]=[CH:21][C:20]([O:23][CH3:24])=[CH:19][CH:18]=2)=[CH:11][CH:10]=1)[C:2]1[CH:7]=[CH:6][CH:5]=[CH:4][CH:3]=1.Cl[C:27](=[CH2:33])[C:28]([O:30][CH2:31][CH3:32])=[O:29].C(N(CC)C(C)C)(C)C. (4) Given the product [CH:1]1(/[CH:6]=[CH:16]/[C:17]([O:19][CH2:20][C:21]2[CH:26]=[CH:25][CH:24]=[CH:23][CH:22]=2)=[O:18])[CH2:2][CH2:3][CH2:4][CH2:5]1, predict the reactants needed to synthesize it. The reactants are: [CH:1]1([CH:6]=O)[CH2:5][CH2:4][CH2:3][CH2:2]1.C(C(CC)(OP([CH2:16][C:17]([O:19][CH2:20][C:21]1[CH:26]=[CH:25][CH:24]=[CH:23][CH:22]=1)=[O:18])(O)=O)C)C.[Br-].[Li+].C(N(CC)CC)C. (5) Given the product [I-:20].[Br:1][C:2]1[CH:3]=[C:4]2[C:9](=[CH:10][CH:11]=1)[CH2:8][N:7]([C:12]([N:14]1[CH:18]=[CH:17][N+:16]([CH3:19])=[CH:15]1)=[O:13])[CH2:6][CH2:5]2, predict the reactants needed to synthesize it. The reactants are: [Br:1][C:2]1[CH:3]=[C:4]2[C:9](=[CH:10][CH:11]=1)[CH2:8][N:7]([C:12]([N:14]1[CH:18]=[CH:17][N:16]=[CH:15]1)=[O:13])[CH2:6][CH2:5]2.[CH3:19][I:20].